Dataset: Catalyst prediction with 721,799 reactions and 888 catalyst types from USPTO. Task: Predict which catalyst facilitates the given reaction. (1) Reactant: [BH4-].[Na+].[Li+].[Br-].C([O:7][C:8](=O)[CH2:9][NH:10][CH2:11][C:12]1[CH:17]=[CH:16][CH:15]=[C:14]([O:18][CH2:19][C:20]2[CH:25]=[CH:24][CH:23]=[CH:22][CH:21]=2)[CH:13]=1)C. Product: [CH2:19]([O:18][C:14]1[CH:13]=[C:12]([CH2:11][NH:10][CH2:9][CH2:8][OH:7])[CH:17]=[CH:16][CH:15]=1)[C:20]1[CH:21]=[CH:22][CH:23]=[CH:24][CH:25]=1. The catalyst class is: 1. (2) Reactant: [Br:1][C:2]1[CH:15]=[CH:14][C:5]2[C:6]3[C:12](=O)[CH2:11][CH2:10][CH2:9][C:7]=3[O:8][C:4]=2[CH:3]=1.C([O-])(=O)C.[Na+].Cl.[NH2:22][OH:23]. Product: [Br:1][C:2]1[CH:15]=[CH:14][C:5]2[C:6]3[C:12](=[N:22][OH:23])[CH2:11][CH2:10][CH2:9][C:7]=3[O:8][C:4]=2[CH:3]=1. The catalyst class is: 97. (3) Reactant: [CH2:1]([O:4][C:5](=[O:8])[CH2:6][NH2:7])[CH:2]=[CH2:3].[C:9](=N)([C:16]1[CH:21]=[CH:20][CH:19]=[CH:18][CH:17]=1)[C:10]1[CH:15]=[CH:14][CH:13]=[CH:12][CH:11]=1. Product: [C:10]1([C:9](=[N:7][CH2:6][C:5]([O:4][CH2:1][CH:2]=[CH2:3])=[O:8])[C:16]2[CH:17]=[CH:18][CH:19]=[CH:20][CH:21]=2)[CH:15]=[CH:14][CH:13]=[CH:12][CH:11]=1. The catalyst class is: 4. (4) Reactant: [CH2:1]([CH:3]1[CH2:7][N:6]([C:8]([O:10][C:11]([CH3:14])([CH3:13])[CH3:12])=[O:9])[C@H:5]([C:15]([O:17]C)=[O:16])[CH2:4]1)[CH3:2].[Li+].[OH-]. Product: [C:11]([O:10][C:8]([N:6]1[CH2:7][CH:3]([CH2:1][CH3:2])[CH2:4][C@H:5]1[C:15]([OH:17])=[O:16])=[O:9])([CH3:12])([CH3:13])[CH3:14]. The catalyst class is: 5. (5) Reactant: [CH3:1][O:2][C:3]([CH:5]1[CH2:7][CH:6]1[C:8]1[CH:13]=[CH:12][C:11]([O:14]CC2C=CC=CC=2)=[CH:10][C:9]=1[CH3:22])=[O:4].N#N.[H][H]. Product: [CH3:1][O:2][C:3]([CH:5]1[CH2:7][CH:6]1[C:8]1[CH:13]=[CH:12][C:11]([OH:14])=[CH:10][C:9]=1[CH3:22])=[O:4]. The catalyst class is: 99. (6) Reactant: [CH3:1][O:2][C:3]1[CH:4]=[C:5]2[C:10](=[CH:11][CH:12]=1)[O:9][CH:8]([C:13]1[CH:18]=[CH:17][CH:16]=[CH:15][CH:14]=1)[C:7]([CH2:19][NH2:20])=[CH:6]2.[C:21](OC(=O)C)(=[O:23])[CH3:22].Cl. Product: [CH3:1][O:2][C:3]1[CH:4]=[C:5]2[C:10](=[CH:11][CH:12]=1)[O:9][CH:8]([C:13]1[CH:18]=[CH:17][CH:16]=[CH:15][CH:14]=1)[C:7]([CH2:19][NH:20][C:21](=[O:23])[CH3:22])=[CH:6]2. The catalyst class is: 529. (7) Reactant: N[C:2]1[C:3]([C:8]2[CH:26]=[CH:25][C:11]([C:12]([NH:14][C:15]3[CH:20]=[CH:19][C:18]([C:21]([CH3:24])([CH3:23])[CH3:22])=[CH:17][CH:16]=3)=[O:13])=[CH:10][CH:9]=2)=[N:4][CH:5]=[CH:6][CH:7]=1.N([O-])=O.[Na+].[H+].[B-](F)(F)(F)[F:33]. Product: [C:21]([C:18]1[CH:19]=[CH:20][C:15]([NH:14][C:12](=[O:13])[C:11]2[CH:25]=[CH:26][C:8]([C:3]3[C:2]([F:33])=[CH:7][CH:6]=[CH:5][N:4]=3)=[CH:9][CH:10]=2)=[CH:16][CH:17]=1)([CH3:24])([CH3:23])[CH3:22]. The catalyst class is: 6. (8) Reactant: [CH2:1]([O:3][C:4]1[C:9]2[B:10]([OH:17])[O:11][CH:12]([CH2:13][N+:14]([O-:16])=[O:15])[C:8]=2[CH:7]=[CH:6][CH:5]=1)[CH3:2].C1C(=O)N([Cl:25])C(=O)C1. Product: [Cl:25][C:7]1[C:8]2[CH:12]([CH2:13][N+:14]([O-:16])=[O:15])[O:11][B:10]([OH:17])[C:9]=2[C:4]([O:3][CH2:1][CH3:2])=[CH:5][CH:6]=1. The catalyst class is: 3.